From a dataset of Catalyst prediction with 721,799 reactions and 888 catalyst types from USPTO. Predict which catalyst facilitates the given reaction. (1) Reactant: [CH2:1]([N:8]1[CH2:13][CH:12]([CH3:14])[O:11][CH2:10][CH:9]1[CH2:15][C:16]([CH3:18])=[O:17])[C:2]1[CH:7]=[CH:6][CH:5]=[CH:4][CH:3]=1.[CH3:19][Mg]Br.[Cl-].[NH4+]. Product: [CH2:1]([N:8]1[CH2:13][CH:12]([CH3:14])[O:11][CH2:10][CH:9]1[CH2:15][C:16]([CH3:19])([OH:17])[CH3:18])[C:2]1[CH:3]=[CH:4][CH:5]=[CH:6][CH:7]=1. The catalyst class is: 7. (2) Reactant: O[CH2:2][C@@H:3]1[O:8][C:7](=[O:9])[C@H:6]([NH:10][CH:11]([C:13]2[CH:18]=[CH:17][CH:16]=[CH:15][CH:14]=2)[CH3:12])[C:5]([CH3:20])([CH3:19])[CH2:4]1.C(N(CC)CC)C.C1(C)C=CC(S(Cl)(=O)=O)=CC=1. Product: [CH3:19][C:5]1([CH3:20])[C@H:6]2[N:10]([CH:11]([C:13]3[CH:18]=[CH:17][CH:16]=[CH:15][CH:14]=3)[CH3:12])[CH2:2][C@H:3]([O:8][C:7]2=[O:9])[CH2:4]1. The catalyst class is: 2. (3) Reactant: O.[C:2]([NH:9][C:10]([NH:12]C(OC(C)(C)C)=O)=[NH:11])([O:4][C:5]([CH3:8])([CH3:7])[CH3:6])=[O:3]. Product: [C:5]([O:4][C:2]([NH:9][C:10]([NH2:12])=[NH:11])=[O:3])([CH3:8])([CH3:6])[CH3:7]. The catalyst class is: 237. (4) Reactant: Cl[C:2]1[C:7]([NH2:8])=[C:6]([Cl:9])[N:5]=[C:4]([S:10][CH2:11][CH2:12][CH3:13])[N:3]=1.C(O)(=O)[C@@H]([C@H](C(O)=O)O)O.[NH2:24][C@H:25]1[C@@H:29]2[O:30][C:31]([CH3:34])([CH3:33])[O:32][C@@H:28]2[C@@H:27]([O:35][CH2:36][CH2:37][OH:38])[CH2:26]1.CS(C)=O.C(=O)(O)[O-].[Na+]. Product: [NH2:8][C:7]1[C:2]([NH:24][C@H:25]2[C@@H:29]3[O:30][C:31]([CH3:33])([CH3:34])[O:32][C@@H:28]3[C@@H:27]([O:35][CH2:36][CH2:37][OH:38])[CH2:26]2)=[N:3][C:4]([S:10][CH2:11][CH2:12][CH3:13])=[N:5][C:6]=1[Cl:9]. The catalyst class is: 93. (5) Reactant: [F:1][C:2]([F:15])([F:14])[S:3]([O:6]S(C(F)(F)F)(=O)=O)(=[O:5])=[O:4].[CH2:16]([O:18][C:19](=[O:45])[CH:20]([NH:29][C:30]([C:32]1([NH:37][C:38]([O:40][C:41]([CH3:44])([CH3:43])[CH3:42])=[O:39])[CH2:36][CH2:35][CH2:34][CH2:33]1)=[O:31])[CH2:21][C:22]1[CH:27]=[CH:26][C:25](O)=[CH:24][CH:23]=1)[CH3:17].N1C=CC=CC=1. Product: [CH2:16]([O:18][C:19](=[O:45])[CH:20]([NH:29][C:30]([C:32]1([NH:37][C:38]([O:40][C:41]([CH3:44])([CH3:43])[CH3:42])=[O:39])[CH2:36][CH2:35][CH2:34][CH2:33]1)=[O:31])[CH2:21][C:22]1[CH:27]=[CH:26][C:25]([O:6][S:3]([C:2]([F:15])([F:14])[F:1])(=[O:5])=[O:4])=[CH:24][CH:23]=1)[CH3:17]. The catalyst class is: 2. (6) Reactant: [C:1]1([C:7]2[N:12]=[CH:11][C:10]([C:13](Cl)=[O:14])=[CH:9][N:8]=2)[CH:6]=[CH:5][CH:4]=[CH:3][CH:2]=1.[NH2:16][CH2:17][CH2:18][S:19]([NH2:22])(=[O:21])=[O:20].C(N(C(C)C)CC)(C)C. Product: [S:19]([CH2:18][CH2:17][NH:16][C:13]([C:10]1[CH:9]=[N:8][C:7]([C:1]2[CH:6]=[CH:5][CH:4]=[CH:3][CH:2]=2)=[N:12][CH:11]=1)=[O:14])(=[O:21])(=[O:20])[NH2:22]. The catalyst class is: 2.